Predict the product of the given reaction. From a dataset of Forward reaction prediction with 1.9M reactions from USPTO patents (1976-2016). (1) Given the reactants C1C=CC2N(O)N=NC=2C=1.CCN(C(C)C)C(C)C.[F:20][C:21]1[CH:29]=[CH:28][CH:27]=[CH:26][C:22]=1[C:23]([OH:25])=O.CCN=C=NCCCN(C)C.Cl.Cl.[C:43]1([C:61]2[CH:66]=[CH:65][CH:64]=[CH:63][CH:62]=2)[CH:48]=[CH:47][C:46]([NH:49][C:50](=[O:60])[CH2:51][C:52](=[O:59])[N:53]2[CH2:58][CH2:57][NH:56][CH2:55][CH2:54]2)=[CH:45][CH:44]=1, predict the reaction product. The product is: [C:43]1([C:61]2[CH:66]=[CH:65][CH:64]=[CH:63][CH:62]=2)[CH:44]=[CH:45][C:46]([NH:49][C:50](=[O:60])[CH2:51][C:52]([N:53]2[CH2:54][CH2:55][N:56]([C:23](=[O:25])[C:22]3[CH:26]=[CH:27][CH:28]=[CH:29][C:21]=3[F:20])[CH2:57][CH2:58]2)=[O:59])=[CH:47][CH:48]=1. (2) Given the reactants [CH3:1][S:2]([C:5]1[CH:6]=[C:7]([CH2:20][OH:21])[C:8]2[O:12][C:11]([C:13]3[CH:18]=[CH:17][CH:16]=[CH:15][CH:14]=3)=[CH:10][C:9]=2[CH:19]=1)(=[O:4])=[O:3].C(N(CC)CC)C.[CH3:29][S:30](O[S:30]([CH3:29])(=[O:32])=[O:31])(=[O:32])=[O:31], predict the reaction product. The product is: [CH3:29][S:30]([O:21][CH2:20][C:7]1[C:8]2[O:12][C:11]([C:13]3[CH:18]=[CH:17][CH:16]=[CH:15][CH:14]=3)=[CH:10][C:9]=2[CH:19]=[C:5]([S:2]([CH3:1])(=[O:4])=[O:3])[CH:6]=1)(=[O:32])=[O:31]. (3) Given the reactants [C:1]([C:3]1[CH:10]=[CH:9][C:6]([C:7]#[N:8])=[CH:5][CH:4]=1)#N.[CH3:11][C:12](=[O:17])[CH2:13][C:14](=[O:16])[CH3:15].N1CCCCC1.C1(C)C=CC(S(O)(=O)=O)=CC=1, predict the reaction product. The product is: [C:14]([C:13]([C:12](=[O:17])[CH3:11])=[CH:1][C:3]1[CH:10]=[CH:9][C:6]([C:7]#[N:8])=[CH:5][CH:4]=1)(=[O:16])[CH3:15]. (4) Given the reactants C(N(CC)CC)C.Br[C:9]1[C:10]([F:16])=[C:11]([CH:13]=[CH:14][CH:15]=1)[NH2:12].[C:17]([O:21][C:22]([CH3:25])([CH3:24])[CH3:23])(=[O:20])[CH:18]=[CH2:19].C1(C)C=CC=CC=1P(C1C=CC=CC=1C)C1C=CC=CC=1C, predict the reaction product. The product is: [NH2:12][C:11]1[C:10]([F:16])=[C:9](/[CH:19]=[CH:18]/[C:17]([O:21][C:22]([CH3:25])([CH3:24])[CH3:23])=[O:20])[CH:15]=[CH:14][CH:13]=1. (5) Given the reactants [NH2:1][CH:2]([C:9]1[CH:14]=[CH:13][CH:12]=[CH:11][CH:10]=1)[C:3]1[CH:8]=[CH:7][CH:6]=[CH:5][CH:4]=1.[CH2:15]([CH:17]1[O:19][CH2:18]1)[Cl:16], predict the reaction product. The product is: [ClH:16].[C:9]1([CH:2]([C:3]2[CH:8]=[CH:7][CH:6]=[CH:5][CH:4]=2)[N:1]2[CH2:18][CH:17]([OH:19])[CH2:15]2)[CH:14]=[CH:13][CH:12]=[CH:11][CH:10]=1. (6) Given the reactants [OH:1][C:2]1[CH:3]=[CH:4][C:5]([O:8][C:9]2[CH:14]=[CH:13][C:12]([CH2:15][CH2:16][CH:17]([NH:19][C:20](=[O:22])[CH3:21])[CH3:18])=[CH:11][CH:10]=2)=[N:6][CH:7]=1.Br[CH2:24][CH2:25][CH3:26], predict the reaction product. The product is: [CH3:18][CH:17]([NH:19][C:20](=[O:22])[CH3:21])[CH2:16][CH2:15][C:12]1[CH:13]=[CH:14][C:9]([O:8][C:5]2[CH:4]=[CH:3][C:2]([O:1][CH2:24][CH2:25][CH3:26])=[CH:7][N:6]=2)=[CH:10][CH:11]=1.